This data is from Catalyst prediction with 721,799 reactions and 888 catalyst types from USPTO. The task is: Predict which catalyst facilitates the given reaction. Reactant: [N:1]1[CH:6]=[CH:5][C:4]([NH:7][CH2:8][CH2:9][N:10]2[CH2:15][CH2:14][NH:13][CH2:12][C:11]2=[O:16])=[CH:3][CH:2]=1.[Cl:17][C:18]1[N:23]=[C:22]2[S:24][C:25]([S:27](Cl)(=[O:29])=[O:28])=[CH:26][C:21]2=[CH:20][CH:19]=1. Product: [Cl:17][C:18]1[N:23]=[C:22]2[S:24][C:25]([S:27]([N:13]3[CH2:14][CH2:15][N:10]([CH2:9][CH2:8][NH:7][C:4]4[CH:5]=[CH:6][N:1]=[CH:2][CH:3]=4)[C:11](=[O:16])[CH2:12]3)(=[O:28])=[O:29])=[CH:26][C:21]2=[CH:20][CH:19]=1. The catalyst class is: 23.